This data is from Full USPTO retrosynthesis dataset with 1.9M reactions from patents (1976-2016). The task is: Predict the reactants needed to synthesize the given product. (1) Given the product [CH:21]1([C:24]2[C:33]([B:12]3[O:16][C:15]([CH3:18])([CH3:17])[C:14]([CH3:20])([CH3:19])[O:13]3)=[CH:32][C:27]([C:28]([O:30][CH3:31])=[O:29])=[C:26]([CH3:35])[CH:25]=2)[CH2:23][CH2:22]1, predict the reactants needed to synthesize it. The reactants are: CC1C=CC(C(OC)=O)=CC=1[B:12]1[O:16][C:15]([CH3:18])([CH3:17])[C:14]([CH3:20])([CH3:19])[O:13]1.[CH:21]1([C:24]2[C:33](I)=[CH:32][C:27]([C:28]([O:30][CH3:31])=[O:29])=[C:26]([CH3:35])[CH:25]=2)[CH2:23][CH2:22]1.IC1C=C(C=CC=1C)C(OC)=O. (2) Given the product [F:34][C:31]([F:32])([F:33])[C:28]1[CH:27]=[CH:26][C:25]([C:20]2[N:19]=[N:18][C:17]([N:14]3[CH2:15][CH2:16][N:11]([C:8]4[CH:7]=[N:6][C:5]([C:3]([OH:4])=[O:2])=[CH:10][N:9]=4)[C@H:12]([CH3:35])[CH2:13]3)=[C:22]([CH3:23])[C:21]=2[CH3:24])=[CH:30][CH:29]=1, predict the reactants needed to synthesize it. The reactants are: C[O:2][C:3]([C:5]1[N:6]=[CH:7][C:8]([N:11]2[CH2:16][CH2:15][N:14]([C:17]3[N:18]=[N:19][C:20]([C:25]4[CH:30]=[CH:29][C:28]([C:31]([F:34])([F:33])[F:32])=[CH:27][CH:26]=4)=[C:21]([CH3:24])[C:22]=3[CH3:23])[CH2:13][C@H:12]2[CH3:35])=[N:9][CH:10]=1)=[O:4].[Li+].[OH-]. (3) Given the product [C:14]([C:16]1[CH:27]=[CH:26][C:19]([O:20][CH2:21][C:22]([O:24][CH3:25])=[O:23])=[C:18]([N+:28]([O-:30])=[O:29])[CH:17]=1)(=[O:15])[CH3:2], predict the reactants needed to synthesize it. The reactants are: O=[C:2]1COC2C=CC(C=O)=CC=2N1.[CH:14]([C:16]1[CH:27]=[CH:26][C:19]([O:20][CH2:21][C:22]([O:24][CH3:25])=[O:23])=[C:18]([N+:28]([O-:30])=[O:29])[CH:17]=1)=[O:15].